This data is from NCI-60 drug combinations with 297,098 pairs across 59 cell lines. The task is: Regression. Given two drug SMILES strings and cell line genomic features, predict the synergy score measuring deviation from expected non-interaction effect. (1) Drug 1: CC12CCC3C(C1CCC2NC(=O)OCC(F)(F)F)CCC4C3(C=CC(=O)N4C)C. Drug 2: C1=CC=C(C=C1)NC(=O)CCCCCCC(=O)NO. Cell line: T-47D. Synergy scores: CSS=45.2, Synergy_ZIP=5.08, Synergy_Bliss=8.70, Synergy_Loewe=0.320, Synergy_HSA=9.56. (2) Drug 1: C1C(C(OC1N2C=C(C(=O)NC2=O)F)CO)O. Drug 2: C(CC(=O)O)C(=O)CN.Cl. Cell line: NCI-H226. Synergy scores: CSS=14.1, Synergy_ZIP=-1.35, Synergy_Bliss=-1.16, Synergy_Loewe=-15.6, Synergy_HSA=-0.969. (3) Synergy scores: CSS=34.0, Synergy_ZIP=-10.4, Synergy_Bliss=-2.24, Synergy_Loewe=-4.43, Synergy_HSA=0.110. Drug 1: C1=CN(C=N1)CC(O)(P(=O)(O)O)P(=O)(O)O. Drug 2: C1=NC2=C(N1)C(=S)N=CN2. Cell line: OVCAR-8.